Dataset: TCR-epitope binding with 47,182 pairs between 192 epitopes and 23,139 TCRs. Task: Binary Classification. Given a T-cell receptor sequence (or CDR3 region) and an epitope sequence, predict whether binding occurs between them. (1) The epitope is GTITVEELK. The TCR CDR3 sequence is CASSQAPGRSTDTQYF. Result: 1 (the TCR binds to the epitope). (2) The epitope is QECVRGTTVL. The TCR CDR3 sequence is CSVDSRNEKLFF. Result: 0 (the TCR does not bind to the epitope).